Predict the product of the given reaction. From a dataset of Forward reaction prediction with 1.9M reactions from USPTO patents (1976-2016). (1) Given the reactants [C:1]([CH2:3][C:4]([O:6][CH2:7][CH3:8])=[O:5])#[N:2].[C:9](=[O:12])([O-])[O-].[K+].[K+].[I-].[Na+].[C:17](=O)=O.[CH2:20]([O:22][CH2:23][CH3:24])[CH3:21], predict the reaction product. The product is: [CH2:7]([O:6][C:4](=[O:5])[CH:3]([C:1]#[N:2])[CH2:21][CH:20]([O:12][CH2:9][CH3:17])[O:22][CH2:23][CH3:24])[CH3:8]. (2) Given the reactants C(OC([NH:11][CH2:12][CH2:13][C:14]1[CH:19]=[CH:18][CH:17]=[CH:16][C:15]=1[C:20]1[CH:25]=[CH:24][C:23]([CH:26]2[C:31](=[O:32])[CH2:30][CH2:29][N:28]([C:33]([O:35][C:36]([CH3:39])([CH3:38])[CH3:37])=[O:34])[CH2:27]2)=[C:22]([CH3:40])[CH:21]=1)=O)C1C=CC=CC=1.C(OC(=O)C)(=O)C.[CH3:48][CH2:49][OH:50], predict the reaction product. The product is: [C:49]([NH:11][CH2:12][CH2:13][C:14]1[CH:19]=[CH:18][CH:17]=[CH:16][C:15]=1[C:20]1[CH:25]=[CH:24][C:23]([CH:26]2[C:31](=[O:32])[CH2:30][CH2:29][N:28]([C:33]([O:35][C:36]([CH3:38])([CH3:37])[CH3:39])=[O:34])[CH2:27]2)=[C:22]([CH3:40])[CH:21]=1)(=[O:50])[CH3:48]. (3) Given the reactants C(O[C:4]([C:6]1([CH2:13][CH2:14]OC)[CH2:11][CH2:10][CH:9]([OH:12])[CH2:8][CH2:7]1)=[O:5])C.[NH2:17][C:18]1[CH:23]=[CH:22][C:21]([O:24][S:25]([CH3:28])(=[O:27])=[O:26])=[CH:20][CH:19]=1, predict the reaction product. The product is: [OH:12][CH:9]1[CH2:8][CH2:7][C:6]2([C:4](=[O:5])[N:17]([C:18]3[CH:23]=[CH:22][C:21]([O:24][S:25]([CH3:28])(=[O:27])=[O:26])=[CH:20][CH:19]=3)[CH2:14][CH2:13]2)[CH2:11][CH2:10]1.